Dataset: TCR-epitope binding with 47,182 pairs between 192 epitopes and 23,139 TCRs. Task: Binary Classification. Given a T-cell receptor sequence (or CDR3 region) and an epitope sequence, predict whether binding occurs between them. The epitope is TPINLVRDL. The TCR CDR3 sequence is CASSQLAGSPSDTQYF. Result: 1 (the TCR binds to the epitope).